This data is from Reaction yield outcomes from USPTO patents with 853,638 reactions. The task is: Predict the reaction yield, written as a fraction of the theoretical maximum amount of product (1.0 means a 100% yield; for example, 0.34 means a 34% yield). (1) The reactants are [Cl:1][C:2]1[CH:10]=[C:6]([C:7]([OH:9])=O)[C:5]([OH:11])=[CH:4][CH:3]=1.[Cl:12][C:13]1[CH:19]=[CH:18][C:17]([Cl:20])=[CH:16][C:14]=1[NH2:15]. No catalyst specified. The product is [Cl:1][C:2]1[CH:3]=[CH:4][C:5]([OH:11])=[C:6]([CH:10]=1)[C:7]([NH:15][C:14]1[CH:16]=[C:17]([Cl:20])[CH:18]=[CH:19][C:13]=1[Cl:12])=[O:9]. The yield is 0.108. (2) The reactants are [F:1][C:2]1[N:7]=[CH:6][C:5]([OH:8])=[C:4]([I:9])[CH:3]=1.[H-].[Na+].Br[CH2:13][CH2:14][O:15][CH:16]1[CH2:21][CH2:20][CH2:19][CH2:18][O:17]1. The catalyst is CN(C=O)C.C(OCC)(=O)C.O. The product is [F:1][C:2]1[CH:3]=[C:4]([I:9])[C:5]([O:8][CH2:13][CH2:14][O:15][CH:16]2[CH2:21][CH2:20][CH2:19][CH2:18][O:17]2)=[CH:6][N:7]=1. The yield is 0.755. (3) The reactants are [CH3:1][O:2][C:3](=[O:27])[C:4]1[C:5](=[C:10]([CH3:26])[C:11]([O:18][S:19]([C:22]([F:25])([F:24])[F:23])(=[O:21])=[O:20])=[CH:12][C:13]=1[O:14]CC=C)[C:6]([O:8][CH3:9])=[O:7].C(NCC)C. The catalyst is C1(C)C=CC=CC=1. The product is [CH3:1][O:2][C:3](=[O:27])[C:4]1[C:5](=[C:10]([CH3:26])[C:11]([O:18][S:19]([C:22]([F:23])([F:25])[F:24])(=[O:21])=[O:20])=[CH:12][C:13]=1[OH:14])[C:6]([O:8][CH3:9])=[O:7]. The yield is 0.550. (4) The reactants are [CH3:1][S:2]([CH2:5][C:6](=[O:8])[CH3:7])(=[O:4])=[O:3].[Br:9][C:10]1[CH:11]=C[C:13]2[N:18]=[C:17]([CH3:19])OC(=O)[C:14]=2[CH:21]=1.Cl. The catalyst is CN(C)C=O. The product is [Br:9][C:10]1[CH:11]=[C:7]2[C:13](=[CH:14][CH:21]=1)[N:18]=[C:17]([CH3:19])[C:5]([S:2]([CH3:1])(=[O:4])=[O:3])=[C:6]2[OH:8]. The yield is 0.485. (5) The reactants are C[O:2][C:3]1[CH:20]=[CH:19][C:6]([O:7][C:8]2[CH:13]=[CH:12][C:11]([C:14]3[CH:18]=[CH:17][NH:16][N:15]=3)=[CH:10][CH:9]=2)=[CH:5][CH:4]=1.B(Br)(Br)Br. The catalyst is C(Cl)Cl. The product is [NH:16]1[CH:17]=[CH:18][C:14]([C:11]2[CH:12]=[CH:13][C:8]([O:7][C:6]3[CH:19]=[CH:20][C:3]([OH:2])=[CH:4][CH:5]=3)=[CH:9][CH:10]=2)=[N:15]1. The yield is 0.550. (6) The reactants are CO[CH:3](OC)[CH2:4]C(OC)OC.[CH:12]1([NH:17][NH:18][C:19](OC(C)(C)C)=O)[CH2:16][CH2:15][CH2:14][CH2:13]1.Cl. The catalyst is O. The product is [CH:12]1([N:17]2[CH:4]=[CH:3][CH:19]=[N:18]2)[CH2:13][CH2:14][CH2:15][CH2:16]1. The yield is 0.710. (7) The reactants are [CH2:1]([O:3][C:4]1[CH:5]=[C:6]([C:13]2[N:14]([CH3:19])[C:15](S)=[N:16][N:17]=2)[CH:7]=[CH:8][C:9]=1[N+:10]([O-:12])=[O:11])[CH3:2].ClCCl.OO.[OH-].[Na+]. The product is [CH2:1]([O:3][C:4]1[CH:5]=[C:6]([C:13]2[N:14]([CH3:19])[CH:15]=[N:16][N:17]=2)[CH:7]=[CH:8][C:9]=1[N+:10]([O-:12])=[O:11])[CH3:2]. The yield is 0.600. The catalyst is C(O)(=O)C. (8) The reactants are [Cl:1][C:2]1[CH:3]=[C:4]2[C:8](=[CH:9][CH:10]=1)[NH:7][CH:6]=[CH:5]2.[H-].[Na+].Cl[C:14]1[N:18]([CH3:19])[N:17]=[C:16]([CH3:20])[C:15]=1[CH:21]=[O:22].O. The catalyst is CN(C)C=O. The product is [Cl:1][C:2]1[CH:3]=[C:4]2[C:8](=[CH:9][CH:10]=1)[N:7]([C:14]1[N:18]([CH3:19])[N:17]=[C:16]([CH3:20])[C:15]=1[CH:21]=[O:22])[CH:6]=[CH:5]2. The yield is 0.490. (9) The reactants are [C:1]([N:8]1[CH2:14][CH2:13][CH2:12][NH:11][CH2:10][CH2:9]1)([O:3][C:4]([CH3:7])([CH3:6])[CH3:5])=[O:2].O(C(C)(C)C)[Na].Br[C:22]1[CH:27]=[CH:26][CH:25]=[CH:24][C:23]=1[CH3:28]. The catalyst is C(Cl)Cl.C1C=CC(/C=C/C(/C=C/C2C=CC=CC=2)=O)=CC=1.C1C=CC(/C=C/C(/C=C/C2C=CC=CC=2)=O)=CC=1.C1C=CC(/C=C/C(/C=C/C2C=CC=CC=2)=O)=CC=1.[Pd].[Pd]. The product is [C:23]1([CH3:28])[CH:24]=[CH:25][CH:26]=[CH:27][C:22]=1[N:11]1[CH2:12][CH2:13][CH2:14][N:8]([C:1]([O:3][C:4]([CH3:7])([CH3:6])[CH3:5])=[O:2])[CH2:9][CH2:10]1. The yield is 0.480. (10) The reactants are [C:1]1([CH2:7][C:8](Cl)=[O:9])[CH:6]=[CH:5][CH:4]=[CH:3][CH:2]=1.N1C=CC=CC=1.[NH2:17][C:18]1[CH:19]=[C:20]([C:24]#[C:25][C:26]2[C:27]([NH2:33])=[N:28][CH:29]=[N:30][C:31]=2[NH2:32])[CH:21]=[CH:22][CH:23]=1. The catalyst is C1COCC1. The product is [NH2:32][C:31]1[C:26]([C:25]#[C:24][C:20]2[CH:19]=[C:18]([NH:17][C:8](=[O:9])[CH2:7][C:1]3[CH:6]=[CH:5][CH:4]=[CH:3][CH:2]=3)[CH:23]=[CH:22][CH:21]=2)=[C:27]([NH2:33])[N:28]=[CH:29][N:30]=1. The yield is 0.230.